Dataset: Peptide-MHC class II binding affinity with 134,281 pairs from IEDB. Task: Regression. Given a peptide amino acid sequence and an MHC pseudo amino acid sequence, predict their binding affinity value. This is MHC class II binding data. The peptide sequence is GELVIVDKIDAAFKI. The MHC is DRB1_1201 with pseudo-sequence DRB1_1201. The binding affinity (normalized) is 0.552.